This data is from CYP2D6 inhibition data for predicting drug metabolism from PubChem BioAssay. The task is: Regression/Classification. Given a drug SMILES string, predict its absorption, distribution, metabolism, or excretion properties. Task type varies by dataset: regression for continuous measurements (e.g., permeability, clearance, half-life) or binary classification for categorical outcomes (e.g., BBB penetration, CYP inhibition). Dataset: cyp2d6_veith. (1) The molecule is CCS(=O)(=O)NCCc1cc2ccc(C)cc2[nH]c1=O. The result is 0 (non-inhibitor). (2) The result is 0 (non-inhibitor). The molecule is O=C(O)c1[nH]c2c([N+](=O)[O-])cc([N+](=O)[O-])cc2c1C(=O)O. (3) The drug is COc1ccc(-n2c(=O)c(-c3ccccc3)nc3cnc(N4CCNCC4)nc32)cc1. The result is 0 (non-inhibitor). (4) The molecule is C=C1CCO[C@@]2([C@H](O)[C@@](C)(O)CO)NC(=O)[C@]1(O)NC2=O. The result is 0 (non-inhibitor).